Dataset: Forward reaction prediction with 1.9M reactions from USPTO patents (1976-2016). Task: Predict the product of the given reaction. (1) The product is: [O:1]1[C:5]2[CH:6]=[CH:7][C:8]([C:10]3[S:11][CH:12]=[C:13]([C:15]([NH:25][C:22]4[S:23][CH:24]=[C:20]([CH3:19])[N:21]=4)=[O:17])[N:14]=3)=[CH:9][C:4]=2[CH2:3][CH2:2]1. Given the reactants [O:1]1[C:5]2[CH:6]=[CH:7][C:8]([C:10]3[S:11][CH:12]=[C:13]([C:15]([OH:17])=O)[N:14]=3)=[CH:9][C:4]=2[CH2:3][CH2:2]1.Cl.[CH3:19][C:20]1[N:21]=[C:22]([NH2:25])[S:23][CH:24]=1.CN(C(ON1N=NC2C=CC=CC1=2)=[N+](C)C)C.F[P-](F)(F)(F)(F)F, predict the reaction product. (2) Given the reactants [CH2:1]([O:8][C:9]1[CH:14]=[CH:13][C:12]([OH:15])=[CH:11][C:10]=1[S:16]([CH3:18])=[O:17])[C:2]1[CH:7]=[CH:6][CH:5]=[CH:4][CH:3]=1.[CH:19]([N-]C(C)C)(C)C.[Li+].CI.CO, predict the reaction product. The product is: [CH2:1]([O:8][C:9]1[CH:14]=[CH:13][C:12]([OH:15])=[CH:11][C:10]=1[S:16]([CH2:18][CH3:19])=[O:17])[C:2]1[CH:3]=[CH:4][CH:5]=[CH:6][CH:7]=1. (3) Given the reactants [C:1]([O:5][C:6]([NH:8][CH2:9][CH2:10][CH:11]1[CH2:16][CH2:15][NH:14][CH2:13][CH2:12]1)=[O:7])([CH3:4])([CH3:3])[CH3:2].C[Si]([N:21]=[C:22]=[O:23])(C)C, predict the reaction product. The product is: [C:1]([O:5][C:6]([NH:8][CH2:9][CH2:10][CH:11]1[CH2:12][CH2:13][N:14]([C:22]([NH2:21])=[O:23])[CH2:15][CH2:16]1)=[O:7])([CH3:4])([CH3:2])[CH3:3]. (4) Given the reactants [CH3:1][NH:2][CH2:3][C@H:4]([C:13]1[CH:22]=[CH:21][C:20]2[C:15](=[CH:16][CH:17]=[CH:18][CH:19]=2)[CH:14]=1)[C@@H:5]([C:7]1[CH:12]=[CH:11][CH:10]=[CH:9][CH:8]=1)[OH:6].C(N(CC)CC)C.[Br:30][CH2:31][C:32](Br)=[O:33], predict the reaction product. The product is: [Br:30][CH2:31][C:32]([N:2]([CH2:3][C@H:4]([C:13]1[CH:22]=[CH:21][C:20]2[C:15](=[CH:16][CH:17]=[CH:18][CH:19]=2)[CH:14]=1)[C@H:5]([OH:6])[C:7]1[CH:8]=[CH:9][CH:10]=[CH:11][CH:12]=1)[CH3:1])=[O:33]. (5) Given the reactants [CH2:1]([O:3][C:4](=[O:13])[CH2:5][C:6]1[CH:7]=[C:8]([CH3:12])[CH:9]=[CH:10][CH:11]=1)[CH3:2].[Br:14]N1C(=O)CCC1=O, predict the reaction product. The product is: [CH2:1]([O:3][C:4](=[O:13])[CH2:5][C:6]1[CH:11]=[CH:10][CH:9]=[C:8]([CH2:12][Br:14])[CH:7]=1)[CH3:2].